From a dataset of Catalyst prediction with 721,799 reactions and 888 catalyst types from USPTO. Predict which catalyst facilitates the given reaction. (1) Reactant: Cl.[NH2:2][CH2:3][C:4]([N:6]1[CH2:11][CH2:10][CH:9]([N:12]2[C:17](=[O:18])[C:16]([CH3:20])([CH3:19])[CH2:15][C:14]([C:21]3[C:26]4[CH2:27][C:28]([CH3:31])([CH3:30])[O:29][C:25]=4[C:24]([O:32][CH3:33])=[CH:23][CH:22]=3)=[N:13]2)[CH2:8][CH2:7]1)=[O:5].CCN(C(C)C)C(C)C.[CH:43]1([CH2:46][O:47][C:48]2[CH:56]=[CH:55][C:51]3[O:52][CH2:53][O:54][C:50]=3[C:49]=2[C:57]2[C:58]3[NH:65][CH:64]=[C:63]([C:66](O)=[O:67])[C:59]=3[N:60]=[CH:61][N:62]=2)[CH2:45][CH2:44]1.CN(C(ON1N=NC2C=CC=CC1=2)=[N+](C)C)C.F[P-](F)(F)(F)(F)F.C(=O)(O)[O-].[Na+]. Product: [CH:43]1([CH2:46][O:47][C:48]2[CH:56]=[CH:55][C:51]3[O:52][CH2:53][O:54][C:50]=3[C:49]=2[C:57]2[C:58]3[NH:65][CH:64]=[C:63]([C:66]([NH:2][CH2:3][C:4]([N:6]4[CH2:11][CH2:10][CH:9]([N:12]5[C:17](=[O:18])[C:16]([CH3:20])([CH3:19])[CH2:15][C:14]([C:21]6[C:26]7[CH2:27][C:28]([CH3:31])([CH3:30])[O:29][C:25]=7[C:24]([O:32][CH3:33])=[CH:23][CH:22]=6)=[N:13]5)[CH2:8][CH2:7]4)=[O:5])=[O:67])[C:59]=3[N:60]=[CH:61][N:62]=2)[CH2:44][CH2:45]1. The catalyst class is: 2. (2) Reactant: [Br:1][C:2]1[CH:3]=[CH:4][C:5](=[O:8])[NH:6][CH:7]=1.[H-].[Na+].BrC(C)COC1C2C(=CC(OC)=CC=2)N=CC=1.Br[CH2:29][CH:30]([O:32][C:33]1[C:42]2[C:37](=[CH:38][C:39]([O:43][CH3:44])=[CH:40][CH:41]=2)[N:36]=[CH:35][CH:34]=1)[CH3:31]. Product: [Br:1][C:2]1[CH:3]=[CH:4][C:5](=[O:8])[N:6]([CH2:31][CH:30]([O:32][C:33]2[C:42]3[C:37](=[CH:38][C:39]([O:43][CH3:44])=[CH:40][CH:41]=3)[N:36]=[CH:35][CH:34]=2)[CH3:29])[CH:7]=1. The catalyst class is: 3. (3) Reactant: [NH2:1][CH2:2][CH2:3][N:4]1[C:8]([NH:9][C:10]([C:23]2[CH:28]=[CH:27][CH:26]=[CH:25][CH:24]=2)([C:17]2[CH:22]=[CH:21][CH:20]=[CH:19][CH:18]=2)[C:11]2[CH:16]=[CH:15][CH:14]=[CH:13][CH:12]=2)=[CH:7][CH:6]=[N:5]1.C(N(CC)CC)C.Cl[C:37]1[CH:42]=[CH:41][C:40]([N+:43]([O-:45])=[O:44])=[CH:39][N:38]=1.O. Product: [N+:43]([C:40]1[CH:41]=[CH:42][C:37]([NH:1][CH2:2][CH2:3][N:4]2[C:8]([NH:9][C:10]([C:23]3[CH:28]=[CH:27][CH:26]=[CH:25][CH:24]=3)([C:17]3[CH:18]=[CH:19][CH:20]=[CH:21][CH:22]=3)[C:11]3[CH:16]=[CH:15][CH:14]=[CH:13][CH:12]=3)=[CH:7][CH:6]=[N:5]2)=[N:38][CH:39]=1)([O-:45])=[O:44]. The catalyst class is: 9. (4) Reactant: Br[C:2]1[CH:3]=[CH:4][C:5]([Cl:22])=[C:6]([CH:21]=1)[C:7]([NH:9][CH2:10][C:11]12[CH2:20][CH:15]3[CH2:16][CH:17]([CH2:19][CH:13]([CH2:14]3)[CH2:12]1)[CH2:18]2)=[O:8].[C:23]([O:27][CH3:28])(=[O:26])[CH:24]=[CH2:25].C(N(CC)CC)C.C1(C)C=CC=CC=1P(C1C=CC=CC=1C)C1C=CC=CC=1C. Product: [Cl:22][C:5]1[CH:4]=[CH:3][C:2](/[CH:25]=[CH:24]/[C:23]([O:27][CH3:28])=[O:26])=[CH:21][C:6]=1[C:7]([NH:9][CH2:10][C:11]12[CH2:20][CH:15]3[CH2:16][CH:17]([CH2:19][CH:13]([CH2:14]3)[CH2:12]1)[CH2:18]2)=[O:8]. The catalyst class is: 613.